Dataset: Full USPTO retrosynthesis dataset with 1.9M reactions from patents (1976-2016). Task: Predict the reactants needed to synthesize the given product. (1) Given the product [NH2:25][C:20]1[CH:21]=[CH:22][CH:23]=[CH:24][C:19]=1[O:18][CH:15]1[CH2:16][CH2:17][N:12]([C:10](=[O:11])[CH2:9][C:8]([NH:7][C:4]2[CH:5]=[CH:6][C:1]([C:29]3[CH:30]=[CH:31][CH:32]=[CH:33][CH:34]=3)=[CH:2][CH:3]=2)=[O:28])[CH2:13][CH2:14]1, predict the reactants needed to synthesize it. The reactants are: [C:1]1([C:29]2[CH:34]=[CH:33][CH:32]=[CH:31][CH:30]=2)[CH:6]=[CH:5][C:4]([NH:7][C:8](=[O:28])[CH2:9][C:10]([N:12]2[CH2:17][CH2:16][CH:15]([O:18][C:19]3[CH:24]=[CH:23][CH:22]=[CH:21][C:20]=3[N+:25]([O-])=O)[CH2:14][CH2:13]2)=[O:11])=[CH:3][CH:2]=1. (2) The reactants are: [CH3:1][O:2][C:3]1[CH:4]=[C:5]([CH:7]=[CH:8][C:9]=1[O:10][CH3:11])[NH2:6].[Br:12][C:13]1[CH:14]=[C:15]([S:19](Cl)(=[O:21])=[O:20])[CH:16]=[CH:17][CH:18]=1.CCN(CC)CC.O. Given the product [Br:12][C:13]1[CH:14]=[C:15]([S:19]([NH:6][C:5]2[CH:7]=[CH:8][C:9]([O:10][CH3:11])=[C:3]([O:2][CH3:1])[CH:4]=2)(=[O:21])=[O:20])[CH:16]=[CH:17][CH:18]=1, predict the reactants needed to synthesize it.